This data is from Full USPTO retrosynthesis dataset with 1.9M reactions from patents (1976-2016). The task is: Predict the reactants needed to synthesize the given product. (1) Given the product [ClH:1].[ClH:30].[ClH:60].[Cl:30][C:31]1[CH:36]=[C:35]([C:2]2[N:3]=[C:4]3[C:9](=[CH:10][CH:11]=2)[N:8]=[CH:7][C:6]([C:12](=[O:14])[CH3:13])=[C:5]3[NH:15][C:16]2[CH:21]=[CH:20][C:19]([CH2:22][N:23]3[CH2:28][CH2:27][N:26]([CH3:29])[CH2:25][CH2:24]3)=[CH:18][CH:17]=2)[CH:34]=[C:33]([F:46])[C:32]=1[OH:47], predict the reactants needed to synthesize it. The reactants are: [Cl:1][C:2]1[N:3]=[C:4]2[C:9](=[CH:10][CH:11]=1)[N:8]=[CH:7][C:6]([C:12](=[O:14])[CH3:13])=[C:5]2[NH:15][C:16]1[CH:21]=[CH:20][C:19]([CH2:22][N:23]2[CH2:28][CH2:27][N:26]([CH3:29])[CH2:25][CH2:24]2)=[CH:18][CH:17]=1.[Cl:30][C:31]1[CH:36]=[C:35](B2OC(C)(C)C(C)(C)O2)[CH:34]=[C:33]([F:46])[C:32]=1[OH:47].C1(N)C(F)=C(F)C(F)=C(N)C=1F.[ClH:60].Cl. (2) Given the product [CH2:1]([N:8]1[CH2:9][CH2:10][C:11]2([C:21]3[C:20](=[O:22])[N:19]([CH2:41][C@H:42]([NH:49][C:50](=[O:51])[O:52][C:53]([CH3:56])([CH3:55])[CH3:54])[C:43]4[CH:48]=[CH:47][CH:46]=[CH:45][CH:44]=4)[C:18](=[O:23])[N:17]([CH2:24][C:25]4[C:30]([C:31]([F:33])([F:34])[F:32])=[CH:29][CH:28]=[CH:27][C:26]=4[F:35])[C:16]=3[CH2:15][O:14]2)[CH2:12][CH2:13]1)[C:2]1[CH:7]=[CH:6][CH:5]=[CH:4][CH:3]=1, predict the reactants needed to synthesize it. The reactants are: [CH2:1]([N:8]1[CH2:13][CH2:12][C:11]2([C:21]3[C:20](=[O:22])[NH:19][C:18](=[O:23])[N:17]([CH2:24][C:25]4[C:30]([C:31]([F:34])([F:33])[F:32])=[CH:29][CH:28]=[CH:27][C:26]=4[F:35])[C:16]=3[CH2:15][O:14]2)[CH2:10][CH2:9]1)[C:2]1[CH:7]=[CH:6][CH:5]=[CH:4][CH:3]=1.CS(O[CH2:41][C@H:42]([NH:49][C:50]([O:52][C:53]([CH3:56])([CH3:55])[CH3:54])=[O:51])[C:43]1[CH:48]=[CH:47][CH:46]=[CH:45][CH:44]=1)(=O)=O.C(=O)([O-])[O-].[K+].[K+]. (3) Given the product [CH3:6][C:7]([Si:10]([CH3:12])([CH3:11])[O:14][CH2:15][CH2:16][C:17]1[O:18][CH:19]=[CH:20][CH:21]=1)([CH3:9])[CH3:8], predict the reactants needed to synthesize it. The reactants are: N1C=CN=C1.[CH3:6][C:7]([Si:10](Cl)([CH3:12])[CH3:11])([CH3:9])[CH3:8].[OH:14][CH2:15][CH2:16][C:17]1[O:18][CH:19]=[CH:20][CH:21]=1.CCOCC. (4) Given the product [F:1][B-:2]([F:5])([F:4])[F:3].[F:8][C:9]1[CH:15]=[CH:14][C:13]([F:16])=[CH:12][C:10]=1[N+:11]#[N:6], predict the reactants needed to synthesize it. The reactants are: [F:1][B-:2]([F:5])([F:4])[F:3].[N:6]#[O+].[F:8][C:9]1[CH:15]=[CH:14][C:13]([F:16])=[CH:12][C:10]=1[NH2:11].